This data is from Reaction yield outcomes from USPTO patents with 853,638 reactions. The task is: Predict the reaction yield, written as a fraction of the theoretical maximum amount of product (1.0 means a 100% yield; for example, 0.34 means a 34% yield). (1) The reactants are [NH2:1][C:2]1[N:7]=[CH:6][N:5]=[C:4]2[N:8]([C@@H:12]3[CH2:17][CH2:16][CH2:15][N:14]([C:18]([O:20][C:21]([CH3:24])([CH3:23])[CH3:22])=[O:19])[CH2:13]3)[N:9]=[C:10](I)[C:3]=12.[F:25][C:26]1[CH:47]=[CH:46][C:45]([F:48])=[CH:44][C:27]=1[O:28][C:29]1[CH:34]=[CH:33][C:32](B2OC(C)(C)C(C)(C)O2)=[CH:31][CH:30]=1.C(=O)([O-])[O-].[Na+].[Na+]. The yield is 0.870. The product is [NH2:1][C:2]1[N:7]=[CH:6][N:5]=[C:4]2[N:8]([C@@H:12]3[CH2:17][CH2:16][CH2:15][N:14]([C:18]([O:20][C:21]([CH3:24])([CH3:23])[CH3:22])=[O:19])[CH2:13]3)[N:9]=[C:10]([C:32]3[CH:31]=[CH:30][C:29]([O:28][C:27]4[CH:44]=[C:45]([F:48])[CH:46]=[CH:47][C:26]=4[F:25])=[CH:34][CH:33]=3)[C:3]=12. The catalyst is O1CCOCC1.O.C1C=CC([P]([Pd]([P](C2C=CC=CC=2)(C2C=CC=CC=2)C2C=CC=CC=2)([P](C2C=CC=CC=2)(C2C=CC=CC=2)C2C=CC=CC=2)[P](C2C=CC=CC=2)(C2C=CC=CC=2)C2C=CC=CC=2)(C2C=CC=CC=2)C2C=CC=CC=2)=CC=1. (2) The reactants are C(OC([N:8]1[CH2:13][CH2:12][CH:11]([OH:14])[CH2:10][CH2:9]1)=O)(C)(C)C.Cl.O[C:17]1[CH:18]=[C:19]([NH:23][C:24](=[O:26])[CH3:25])[CH:20]=[CH:21][CH:22]=1.CCOC(/N=N/C(OCC)=O)=O. The catalyst is C(Cl)Cl.C1COCC1. The product is [NH:8]1[CH2:9][CH2:10][CH:11]([O:14][C:17]2[CH:18]=[C:19]([NH:23][C:24](=[O:26])[CH3:25])[CH:20]=[CH:21][CH:22]=2)[CH2:12][CH2:13]1. The yield is 0.570. (3) The reactants are [C:1]([C:3]1[CH:4]=[C:5]([CH:10]=[C:11]([O:13][CH2:14][CH2:15][CH3:16])[CH:12]=1)[C:6]([O:8]C)=[O:7])#[N:2].[OH-].[Li+]. The catalyst is CO.O1CCCC1. The product is [C:1]([C:3]1[CH:4]=[C:5]([CH:10]=[C:11]([O:13][CH2:14][CH2:15][CH3:16])[CH:12]=1)[C:6]([OH:8])=[O:7])#[N:2]. The yield is 0.860. (4) The reactants are [CH3:1][O:2][C:3]1[CH:4]=[C:5]2[C:10](=[CH:11][C:12]=1[O:13][CH3:14])[N:9]=[CH:8][N:7]=[C:6]2[O:15][C:16]1[C:17]([F:24])=[CH:18][C:19]([F:23])=[C:20]([CH:22]=1)[NH2:21].CCN(C(C)C)C(C)C.[C:34]([C:38]1[O:42][N:41]=[C:40]([NH:43][C:44](=O)[O:45]C2C=CC=CC=2)[CH:39]=1)([CH3:37])([CH3:36])[CH3:35].O. The catalyst is C1COCC1.CN(C1C=CN=CC=1)C. The product is [C:34]([C:38]1[O:42][N:41]=[C:40]([NH:43][C:44]([NH:21][C:20]2[CH:22]=[C:16]([O:15][C:6]3[C:5]4[C:10](=[CH:11][C:12]([O:13][CH3:14])=[C:3]([O:2][CH3:1])[CH:4]=4)[N:9]=[CH:8][N:7]=3)[C:17]([F:24])=[CH:18][C:19]=2[F:23])=[O:45])[CH:39]=1)([CH3:37])([CH3:35])[CH3:36]. The yield is 0.250. (5) The reactants are [OH:1][CH:2]1[CH2:7][CH2:6][NH:5][CH2:4][CH2:3]1.[C:8]([CH2:11][N:12]1[C:21]2[C:16](=[CH:17][CH:18]=[CH:19][CH:20]=2)[CH2:15][CH:14]([NH:22][C:23]([C:25]2[NH:29][C:28]3[S:30][C:31]([Cl:33])=[CH:32][C:27]=3[CH:26]=2)=[O:24])[C:13]1=[O:34])(O)=[O:9].CCN=C=NCCCN(C)C.CN(C=O)C. The product is [Cl:33][C:31]1[S:30][C:28]2[NH:29][C:25]([C:23]([NH:22][CH:14]3[CH2:15][C:16]4[C:21](=[CH:20][CH:19]=[CH:18][CH:17]=4)[N:12]([CH2:11][C:8]([N:5]4[CH2:6][CH2:7][CH:2]([OH:1])[CH2:3][CH2:4]4)=[O:9])[C:13]3=[O:34])=[O:24])=[CH:26][C:27]=2[CH:32]=1. The catalyst is CN(C)C1C=CN=CC=1.C1COCC1.O. The yield is 0.590.